Dataset: Catalyst prediction with 721,799 reactions and 888 catalyst types from USPTO. Task: Predict which catalyst facilitates the given reaction. (1) Reactant: [Br:1][C:2]1[CH:3]=[C:4]2[C:9](=[CH:10][CH:11]=1)[C:8](=[O:12])[NH:7][CH:6]=[CH:5]2.C(=O)([O-])[O-].[K+].[K+].Br[CH2:20][CH2:21][CH2:22][Cl:23]. Product: [Br:1][C:2]1[CH:3]=[C:4]2[C:9](=[CH:10][CH:11]=1)[C:8](=[O:12])[N:7]([CH2:20][CH2:21][CH2:22][Cl:23])[CH:6]=[CH:5]2. The catalyst class is: 179. (2) Reactant: [N+]([C:4]1[C:17]2[C:16](=[O:18])[C:15]3[C:10](=[C:11]([N+:19]([O-:21])=[O:20])[CH:12]=[CH:13][CH:14]=3)[C:9](=[O:22])[C:8]=2[CH:7]=[CH:6][CH:5]=1)([O-])=O.[C:23]1([OH:29])[CH:28]=[CH:27][CH:26]=[CH:25][CH:24]=1.C(=O)([O-])[O-].[K+].[K+].S(=O)(=O)(O)O. Product: [O:29]([C:4]1[C:17]2[C:16](=[O:18])[C:15]3[C:10](=[C:11]([N+:19]([O-:21])=[O:20])[CH:12]=[CH:13][CH:14]=3)[C:9](=[O:22])[C:8]=2[CH:7]=[CH:6][CH:5]=1)[C:23]1[CH:28]=[CH:27][CH:26]=[CH:25][CH:24]=1. The catalyst class is: 60. (3) Reactant: [CH3:1][C:2]1[C:6]2[C:7](=[O:18])[N:8]([CH2:11][CH2:12][N:13]3[CH2:17][CH2:16][CH2:15][CH2:14]3)[CH2:9][CH2:10][C:5]=2[NH:4][C:3]=1[CH:19]=O.[F:21][C:22]1[CH:23]=[C:24]2[C:28](=[CH:29][CH:30]=1)[NH:27][C:26](=[O:31])[CH2:25]2.N1CCCCC1. Product: [F:21][C:22]1[CH:23]=[C:24]2[C:28](=[CH:29][CH:30]=1)[NH:27][C:26](=[O:31])[C:25]2=[CH:19][C:3]1[NH:4][C:5]2[CH2:10][CH2:9][N:8]([CH2:11][CH2:12][N:13]3[CH2:14][CH2:15][CH2:16][CH2:17]3)[C:7](=[O:18])[C:6]=2[C:2]=1[CH3:1]. The catalyst class is: 8. (4) Reactant: [CH2:1]([N:3]1[CH2:8][CH2:7][N:6]([C:9]2[C:18]3[C:13](=[CH:14][CH:15]=[CH:16][CH:17]=3)[CH:12]=[C:11]([C:19]3[CH:24]=[CH:23][C:22]([OH:25])=[CH:21][CH:20]=3)[N:10]=2)[CH2:5][CH2:4]1)[CH3:2].[H-].[Na+].[H][H].[CH3:30][O:31][CH2:32][CH2:33]Br. Product: [CH2:1]([N:3]1[CH2:4][CH2:5][N:6]([C:9]2[C:18]3[C:13](=[CH:14][CH:15]=[CH:16][CH:17]=3)[CH:12]=[C:11]([C:19]3[CH:20]=[CH:21][C:22]([O:25][CH2:33][CH2:32][O:31][CH3:30])=[CH:23][CH:24]=3)[N:10]=2)[CH2:7][CH2:8]1)[CH3:2]. The catalyst class is: 9. (5) Reactant: [CH3:1][C@@:2]12[C:9]([CH3:11])([CH3:10])[CH:6]([CH2:7][CH2:8]1)[C:5](=[O:12])[CH2:4][C:3]2=[O:13].C(N(CC)CC)C.[F:21][C:22]([F:33])([F:32])[C:23]1[CH:24]=[C:25]([N:29]=[C:30]=[O:31])[CH:26]=[CH:27][CH:28]=1.Cl. Product: [F:21][C:22]([F:32])([F:33])[C:23]1[CH:24]=[C:25]([NH:29][C:30]([CH:4]2[C:5](=[O:12])[CH:6]3[C:9]([CH3:10])([CH3:11])[C@:2]([CH3:1])([CH2:8][CH2:7]3)[C:3]2=[O:13])=[O:31])[CH:26]=[CH:27][CH:28]=1. The catalyst class is: 119. (6) Reactant: C(OC(=O)[NH:7][C:8]1[CH:13]=[C:12]([CH3:14])[C:11]([Cl:15])=[CH:10][C:9]=1[NH:16][C:17](=[O:41])[CH2:18][C:19](=O)[C:20]1[CH:25]=[CH:24][CH:23]=[C:22]([C:26]2[CH:31]=[CH:30][N:29]=[C:28]([CH2:32][O:33]C3CCCCO3)[CH:27]=2)[CH:21]=1)(C)(C)C.C(O)(C(F)(F)F)=O. Product: [Cl:15][C:11]1[C:12]([CH3:14])=[CH:13][C:8]2[N:7]=[C:19]([C:20]3[CH:25]=[CH:24][CH:23]=[C:22]([C:26]4[CH:31]=[CH:30][N:29]=[C:28]([CH2:32][OH:33])[CH:27]=4)[CH:21]=3)[CH2:18][C:17](=[O:41])[NH:16][C:9]=2[CH:10]=1. The catalyst class is: 2.